This data is from Catalyst prediction with 721,799 reactions and 888 catalyst types from USPTO. The task is: Predict which catalyst facilitates the given reaction. (1) Reactant: [Cl:1][C:2]1[CH:3]=[C:4]([CH:7]=[C:8]([Cl:28])[C:9]=1[N:10]1[CH:27]=[C:13]2[C:14]([NH:18][C:19]3[CH:24]=[C:23]([CH2:25][OH:26])[N:22]=[CH:21][N:20]=3)=[N:15][CH:16]=[CH:17][C:12]2=[N:11]1)[C:5]#[N:6].CCN(S(F)(F)[F:35])CC.C(#N)C. The catalyst class is: 34. Product: [OH-:26].[NH4+:6].[Cl:1][C:2]1[CH:3]=[C:4]([CH:7]=[C:8]([Cl:28])[C:9]=1[N:10]1[CH:27]=[C:13]2[C:14]([NH:18][C:19]3[CH:24]=[C:23]([CH2:25][F:35])[N:22]=[CH:21][N:20]=3)=[N:15][CH:16]=[CH:17][C:12]2=[N:11]1)[C:5]#[N:6]. (2) Product: [CH2:18]([N:8]1[C:9]2[C:14]([CH2:15][N:30]3[CH2:29][CH2:28][N:27]([C:24]4[CH:23]=[CH:22][C:21]([F:20])=[CH:26][CH:25]=4)[CH2:32][CH2:31]3)=[CH:13][N:12]=[CH:11][C:10]=2[N:17]=[C:7]1[C:3]1[C:2]([NH2:1])=[N:6][O:5][N:4]=1)[CH3:19]. The catalyst class is: 417. Reactant: [NH2:1][C:2]1[C:3]([C:7]2[N:8]([CH2:18][CH3:19])[C:9]3[C:14]([CH:15]=O)=[CH:13][N:12]=[CH:11][C:10]=3[N:17]=2)=[N:4][O:5][N:6]=1.[F:20][C:21]1[CH:26]=[CH:25][C:24]([N:27]2[CH2:32][CH2:31][NH:30][CH2:29][CH2:28]2)=[CH:23][CH:22]=1.C(O[BH-](OC(=O)C)OC(=O)C)(=O)C.[Na+]. (3) Reactant: [C:1]1([C:7]2[CH:8]=[C:9]([C:12](OCC)=[O:13])[NH:10][CH:11]=2)[CH:6]=[CH:5][CH:4]=[CH:3][CH:2]=1.[H-].[Al+3].[Li+].[H-].[H-].[H-].S([O-])([O-])(=O)=O.[Na+].[Na+]. Product: [C:1]1([C:7]2[CH:8]=[C:9]([CH2:12][OH:13])[NH:10][CH:11]=2)[CH:2]=[CH:3][CH:4]=[CH:5][CH:6]=1. The catalyst class is: 7. (4) Reactant: [Br:1][C:2]1[CH:3]=[C:4]([CH:9]2[C:14]([C:15]([O:17]C)=[O:16])=[C:13]([CH3:19])[NH:12][C:11]3[CH2:20][CH2:21][C:22](=[O:23])[C:10]2=3)[CH:5]=[CH:6][C:7]=1[F:8].B(Cl)(Cl)Cl. Product: [Br:1][C:2]1[CH:3]=[C:4]([CH:9]2[C:14]([C:15]([OH:17])=[O:16])=[C:13]([CH3:19])[NH:12][C:11]3[CH2:20][CH2:21][C:22](=[O:23])[C:10]2=3)[CH:5]=[CH:6][C:7]=1[F:8]. The catalyst class is: 2. (5) The catalyst class is: 40. Product: [CH3:13][S:12][C:9]1[N:8]=[C:7]([O:14][C:15]2[CH:20]=[CH:19][CH:18]=[CH:17][C:16]=2[CH3:21])[C:6]([C:4]([OH:5])=[O:3])=[CH:11][N:10]=1. Reactant: C([O:3][C:4]([C:6]1[C:7]([O:14][C:15]2[CH:20]=[CH:19][CH:18]=[CH:17][C:16]=2[CH3:21])=[N:8][C:9]([S:12][CH3:13])=[N:10][CH:11]=1)=[O:5])C.[OH-].[Na+].Cl.